Dataset: Full USPTO retrosynthesis dataset with 1.9M reactions from patents (1976-2016). Task: Predict the reactants needed to synthesize the given product. (1) Given the product [CH2:1]([CH:5]1[CH2:6][CH:7]([C:9]([OH:11])=[O:10])[CH2:8]1)[CH:2]([CH3:4])[CH3:3], predict the reactants needed to synthesize it. The reactants are: [CH2:1]([CH:5]1[CH2:8][C:7]([C:9]([OH:11])=[O:10])=[CH:6]1)[CH:2]([CH3:4])[CH3:3]. (2) Given the product [Cl:1][C:2]1[CH:7]=[CH:6][C:5]([C:8]2[O:12][N:11]=[CH:10][C:9]=2[CH2:13][CH2:14][CH2:15][OH:16])=[CH:4][C:3]=1[CH3:19], predict the reactants needed to synthesize it. The reactants are: [Cl:1][C:2]1[CH:7]=[CH:6][C:5]([C:8]2[O:12][N:11]=[CH:10][C:9]=2[CH2:13][CH2:14][C:15](OC)=[O:16])=[CH:4][C:3]=1[CH3:19].[H-].C([Al+]CC(C)C)C(C)C.O.Cl. (3) Given the product [CH3:15][O:14][C:7]1[CH:6]=[C:5]([S:2][CH3:1])[CH:10]=[CH:9][C:8]=1[C:11](=[O:13])[CH3:12], predict the reactants needed to synthesize it. The reactants are: [CH3:1][S-:2].[Na+].F[C:5]1[CH:10]=[CH:9][C:8]([C:11](=[O:13])[CH3:12])=[C:7]([O:14][CH3:15])[CH:6]=1.CCOC(C)=O. (4) Given the product [ClH:1].[ClH:1].[ClH:1].[Cl:1][C:2]1[N:7]=[CH:6][C:5]([C:8]2[NH:12][C:11]([C@@H:13]3[CH2:17][CH2:16][CH2:15][NH:14]3)=[N:10][CH:9]=2)=[CH:4][N:3]=1, predict the reactants needed to synthesize it. The reactants are: [Cl:1][C:2]1[N:7]=[CH:6][C:5]([C:8]2[NH:12][C:11]([C@@H:13]3[CH2:17][CH2:16][CH2:15][N:14]3C(OC(C)(C)C)=O)=[N:10][CH:9]=2)=[CH:4][N:3]=1. (5) The reactants are: [Cl:1][C:2]1[CH:7]=[CH:6][N:5]=[C:4]2[CH:8]=[C:9]([C:11]([O-:13])=O)[S:10][C:3]=12.[Li+].S(Cl)(Cl)=O.[NH:19]1[CH2:22][CH2:21][CH2:20]1. Given the product [N:19]1([C:11]([C:9]2[S:10][C:3]3[C:4](=[N:5][CH:6]=[CH:7][C:2]=3[Cl:1])[CH:8]=2)=[O:13])[CH2:22][CH2:21][CH2:20]1, predict the reactants needed to synthesize it. (6) Given the product [CH2:27]([C:24]1[CH:23]=[N:22][C:21]([N:18]2[CH2:19][CH2:20][CH:15]([C@H:13]3[CH2:14][C@H:12]3[C@@H:8]([O:7][CH2:6][C:5]3[CH:29]=[CH:30][C:2]([S:37][CH3:36])=[CH:3][CH:4]=3)[CH2:9][O:10][CH3:11])[CH2:16][CH2:17]2)=[N:26][CH:25]=1)[CH3:28], predict the reactants needed to synthesize it. The reactants are: Br[C:2]1[CH:30]=[CH:29][C:5]([CH2:6][O:7][C@H:8]([C@@H:12]2[CH2:14][C@@H:13]2[CH:15]2[CH2:20][CH2:19][N:18]([C:21]3[N:26]=[CH:25][C:24]([CH2:27][CH3:28])=[CH:23][N:22]=3)[CH2:17][CH2:16]2)[CH2:9][O:10][CH3:11])=[CH:4][CH:3]=1.[Li]CCCC.[CH3:36][S:37]SC. (7) The reactants are: [OH:1][C:2]([CH3:41])([CH3:40])[CH2:3][O:4][C@H:5]1[CH2:10][CH2:9][C@H:8]([N:11]2[C:16](=[O:17])[C:15]([CH2:18][C:19]3[CH:24]=[CH:23][C:22]([C:25]4[C:26]([C:31]#[N:32])=[CH:27][CH:28]=[CH:29][CH:30]=4)=[CH:21][CH:20]=3)=[C:14]([CH2:33][CH2:34][CH3:35])[N:13]3[N:36]=[C:37]([CH3:39])[N:38]=[C:12]23)[CH2:7][CH2:6]1.[C:42](OC(=O)C)(=[O:44])[CH3:43].N1C=CC=CC=1. Given the product [C:42]([O:1][C:2]([CH3:40])([CH3:41])[CH2:3][O:4][C@H:5]1[CH2:10][CH2:9][C@H:8]([N:11]2[C:16](=[O:17])[C:15]([CH2:18][C:19]3[CH:24]=[CH:23][C:22]([C:25]4[CH:30]=[CH:29][CH:28]=[CH:27][C:26]=4[C:31]#[N:32])=[CH:21][CH:20]=3)=[C:14]([CH2:33][CH2:34][CH3:35])[N:13]3[N:36]=[C:37]([CH3:39])[N:38]=[C:12]23)[CH2:7][CH2:6]1)(=[O:44])[CH3:43], predict the reactants needed to synthesize it.